Dataset: Catalyst prediction with 721,799 reactions and 888 catalyst types from USPTO. Task: Predict which catalyst facilitates the given reaction. Reactant: [NH2:1][C:2]1[C:6]([C:7]#[N:8])=[CH:5][NH:4][N:3]=1.Br[CH2:10][CH:11]([CH3:13])[CH3:12].C(=O)([O-])[O-].[K+].[K+]. Product: [NH2:1][C:2]1[C:6]([C:7]#[N:8])=[CH:5][N:4]([CH2:10][CH:11]([CH3:13])[CH3:12])[N:3]=1. The catalyst class is: 10.